Regression. Given two drug SMILES strings and cell line genomic features, predict the synergy score measuring deviation from expected non-interaction effect. From a dataset of NCI-60 drug combinations with 297,098 pairs across 59 cell lines. (1) Cell line: SR. Synergy scores: CSS=51.1, Synergy_ZIP=1.96, Synergy_Bliss=1.29, Synergy_Loewe=-55.6, Synergy_HSA=1.17. Drug 1: CC1=CC2C(CCC3(C2CCC3(C(=O)C)OC(=O)C)C)C4(C1=CC(=O)CC4)C. Drug 2: C1=CC=C(C=C1)NC(=O)CCCCCCC(=O)NO. (2) Drug 1: C1=CC(=C2C(=C1NCCNCCO)C(=O)C3=C(C=CC(=C3C2=O)O)O)NCCNCCO. Synergy scores: CSS=33.5, Synergy_ZIP=-9.33, Synergy_Bliss=-8.38, Synergy_Loewe=-5.77, Synergy_HSA=-3.35. Cell line: LOX IMVI. Drug 2: C(CC(=O)O)C(=O)CN.Cl. (3) Drug 1: C1CCC(CC1)NC(=O)N(CCCl)N=O. Drug 2: C1C(C(OC1N2C=NC3=C(N=C(N=C32)Cl)N)CO)O. Cell line: NCI-H322M. Synergy scores: CSS=1.37, Synergy_ZIP=-0.430, Synergy_Bliss=-2.15, Synergy_Loewe=-4.06, Synergy_HSA=-4.15. (4) Drug 1: CC1OCC2C(O1)C(C(C(O2)OC3C4COC(=O)C4C(C5=CC6=C(C=C35)OCO6)C7=CC(=C(C(=C7)OC)O)OC)O)O. Cell line: PC-3. Drug 2: CC(C)CN1C=NC2=C1C3=CC=CC=C3N=C2N. Synergy scores: CSS=13.8, Synergy_ZIP=-5.23, Synergy_Bliss=-3.06, Synergy_Loewe=-4.38, Synergy_HSA=-2.84. (5) Drug 1: CC1C(C(CC(O1)OC2CC(OC(C2O)C)OC3=CC4=CC5=C(C(=O)C(C(C5)C(C(=O)C(C(C)O)O)OC)OC6CC(C(C(O6)C)O)OC7CC(C(C(O7)C)O)OC8CC(C(C(O8)C)O)(C)O)C(=C4C(=C3C)O)O)O)O. Drug 2: C1CN(P(=O)(OC1)NCCCl)CCCl. Cell line: HOP-62. Synergy scores: CSS=28.5, Synergy_ZIP=2.43, Synergy_Bliss=-0.0174, Synergy_Loewe=-40.0, Synergy_HSA=-2.60. (6) Drug 1: C1=CC(=C2C(=C1NCCNCCO)C(=O)C3=C(C=CC(=C3C2=O)O)O)NCCNCCO. Drug 2: CC1=C2C(C(=O)C3(C(CC4C(C3C(C(C2(C)C)(CC1OC(=O)C(C(C5=CC=CC=C5)NC(=O)C6=CC=CC=C6)O)O)OC(=O)C7=CC=CC=C7)(CO4)OC(=O)C)O)C)OC(=O)C. Cell line: PC-3. Synergy scores: CSS=33.4, Synergy_ZIP=-11.2, Synergy_Bliss=-14.3, Synergy_Loewe=-17.5, Synergy_HSA=-9.04.